From a dataset of Reaction yield outcomes from USPTO patents with 853,638 reactions. Predict the reaction yield, written as a fraction of the theoretical maximum amount of product (1.0 means a 100% yield; for example, 0.34 means a 34% yield). (1) The reactants are [OH:1][C:2]1[CH:3]=[C:4]2[C:9](=[CH:10][CH:11]=1)[C:8](=[O:12])[N:7]([CH2:13][CH:14]([CH3:16])[CH3:15])[C:6]([CH2:17][NH:18][C:19](=[O:25])[O:20][C:21]([CH3:24])([CH3:23])[CH3:22])=[C:5]2[C:26]1[CH:31]=[CH:30][C:29]([CH3:32])=[CH:28][CH:27]=1.[H-].[Na+].C1C=CC(N([S:42]([C:45]([F:48])([F:47])[F:46])(=[O:44])=[O:43])[S:42]([C:45]([F:48])([F:47])[F:46])(=[O:44])=[O:43])=CC=1.O. The catalyst is CN(C)C=O. The product is [CH2:13]([N:7]1[C:6]([CH2:17][NH:18][C:19](=[O:25])[O:20][C:21]([CH3:24])([CH3:22])[CH3:23])=[C:5]([C:26]2[CH:31]=[CH:30][C:29]([CH3:32])=[CH:28][CH:27]=2)[C:4]2[C:9](=[CH:10][CH:11]=[C:2]([O:1][S:42]([C:45]([F:48])([F:47])[F:46])(=[O:44])=[O:43])[CH:3]=2)[C:8]1=[O:12])[CH:14]([CH3:16])[CH3:15]. The yield is 1.00. (2) The reactants are C(#N)C.CS(C)=O.[CH:8]([O-:10])=O.[Na+].Br[C:13]1[CH:14]=[C:15]2[C:20](=[CH:21][CH:22]=1)[N:19]=[C:18]([NH:23][CH3:24])[N:17]=[C:16]2[O:25][CH2:26][CH3:27]. The catalyst is C1C=CC([P]([Pd]([P](C2C=CC=CC=2)(C2C=CC=CC=2)C2C=CC=CC=2)([P](C2C=CC=CC=2)(C2C=CC=CC=2)C2C=CC=CC=2)[P](C2C=CC=CC=2)(C2C=CC=CC=2)C2C=CC=CC=2)(C2C=CC=CC=2)C2C=CC=CC=2)=CC=1.O. The product is [CH2:26]([O:25][C:16]1[C:15]2[C:20](=[CH:21][CH:22]=[C:13]([CH:8]=[O:10])[CH:14]=2)[N:19]=[C:18]([NH:23][CH3:24])[N:17]=1)[CH3:27]. The yield is 0.300. (3) The reactants are C([O-])(O)=O.[Na+].[NH2:6][C@H:7]([CH2:15][OH:16])[CH2:8][C:9]1[CH:14]=[CH:13][CH:12]=[CH:11][CH:10]=1.[C:17](O[C:17]([O:19][C:20]([CH3:23])([CH3:22])[CH3:21])=[O:18])([O:19][C:20]([CH3:23])([CH3:22])[CH3:21])=[O:18]. The catalyst is C(Cl)Cl. The product is [C:20]([O:19][C:17](=[O:18])[NH:6][C@H:7]([CH2:15][OH:16])[CH2:8][C:9]1[CH:10]=[CH:11][CH:12]=[CH:13][CH:14]=1)([CH3:23])([CH3:22])[CH3:21]. The yield is 0.980.